The task is: Predict the reactants needed to synthesize the given product.. This data is from Full USPTO retrosynthesis dataset with 1.9M reactions from patents (1976-2016). (1) Given the product [C:32]([C:29]1[C:30]2[S:31][C:23]([C:9]3[CH:10]=[CH:11][C:12]([N:15]4[CH2:16][CH2:17][NH:18][CH2:19][CH2:20]4)=[CH:13][CH:14]=3)=[CH:24][C:25]=2[C:26]([NH:34][C@H:35]2[CH2:40][CH2:39][CH2:38][N:37]([C:41]([O:43][C:44]([CH3:46])([CH3:47])[CH3:45])=[O:42])[CH2:36]2)=[N:27][CH:28]=1)#[N:33], predict the reactants needed to synthesize it. The reactants are: CC1(C)C(C)(C)OB([C:9]2[CH:14]=[CH:13][C:12]([N:15]3[CH2:20][CH2:19][NH:18][CH2:17][CH2:16]3)=[CH:11][CH:10]=2)O1.Br[C:23]1[S:31][C:30]2[C:29]([C:32]#[N:33])=[CH:28][N:27]=[C:26]([NH:34][C@H:35]3[CH2:40][CH2:39][CH2:38][N:37]([C:41]([O:43][C:44]([CH3:47])([CH3:46])[CH3:45])=[O:42])[CH2:36]3)[C:25]=2[CH:24]=1.C(=O)([O-])[O-].[Cs+].[Cs+]. (2) Given the product [CH2:1]([O:8][C:9]1[C:21]2[C:20]3[C:15](=[CH:16][CH:17]=[CH:18][CH:19]=3)[N:14]([CH2:27][CH2:26][O:25][CH3:24])[C:13]=2[CH:12]=[CH:11][CH:10]=1)[C:2]1[CH:7]=[CH:6][CH:5]=[CH:4][CH:3]=1, predict the reactants needed to synthesize it. The reactants are: [CH2:1]([O:8][C:9]1[C:21]2[C:20]3[C:15](=[CH:16][CH:17]=[CH:18][CH:19]=3)[NH:14][C:13]=2[CH:12]=[CH:11][CH:10]=1)[C:2]1[CH:7]=[CH:6][CH:5]=[CH:4][CH:3]=1.[H-].[Na+].[CH3:24][O:25][CH2:26][CH2:27]Br.